This data is from Catalyst prediction with 721,799 reactions and 888 catalyst types from USPTO. The task is: Predict which catalyst facilitates the given reaction. (1) Reactant: [Br:1][C:2]1[CH:6]=[C:5]([C:7]2[O:12][C:11](=[O:13])[C:10]3[CH:14]=[C:15]([C:19]#[N:20])[CH:16]=[C:17]([CH3:18])[C:9]=3[N:8]=2)[N:4]([C:21]2[C:26]([Cl:27])=[CH:25][CH:24]=[CH:23][N:22]=2)[N:3]=1.[OH-].[NH4+:29]. Product: [Br:1][C:2]1[CH:6]=[C:5]([C:7]([NH:8][C:9]2[C:10]([C:11]([NH2:29])=[O:13])=[CH:14][C:15]([C:19]#[N:20])=[CH:16][C:17]=2[CH3:18])=[O:12])[N:4]([C:21]2[C:26]([Cl:27])=[CH:25][CH:24]=[CH:23][N:22]=2)[N:3]=1. The catalyst class is: 7. (2) Reactant: [F:1][C:2]1[CH:10]=[C:9]2[C:5]([C:6]([CH3:13])([CH3:12])[C:7](=[O:11])[NH:8]2)=[CH:4][CH:3]=1.C1C(=O)N([Br:21])C(=O)C1. Product: [Br:21][C:3]1[CH:4]=[C:5]2[C:9](=[CH:10][C:2]=1[F:1])[NH:8][C:7](=[O:11])[C:6]2([CH3:13])[CH3:12]. The catalyst class is: 23. (3) The catalyst class is: 4. Product: [CH:47]1([CH2:46][CH2:45][NH:41][C:5](=[O:6])[C:4]2[CH:8]=[CH:9][C:10]([N:12]3[CH2:13][CH2:14][N:15]([C:18](=[O:29])[C:19]4[CH:24]=[CH:23][CH:22]=[CH:21][C:20]=4[C:25]([F:28])([F:27])[F:26])[CH2:16][CH2:17]3)=[N:11][C:3]=2[O:2][CH3:1])[CH2:48][CH2:49]1. Reactant: [CH3:1][O:2][C:3]1[N:11]=[C:10]([N:12]2[CH2:17][CH2:16][N:15]([C:18](=[O:29])[C:19]3[CH:24]=[CH:23][CH:22]=[CH:21][C:20]=3[C:25]([F:28])([F:27])[F:26])[CH2:14][CH2:13]2)[CH:9]=[CH:8][C:4]=1[C:5](O)=[O:6].C(N(C(C)C)CC)(C)C.O.O[N:41]1[C:45]2[CH:46]=[CH:47][CH:48]=[CH:49]C=2N=N1.CCN=C=NCCCN(C)C.C1(CCN)CC1. (4) Reactant: [C:1]1([C:7]([N:9]2[CH2:14][CH2:13][N:12]([CH:15]3[CH2:18][N:17]([C:19]([C:21]4[S:22][C:23]([C:26]#[C:27][C:28]5[CH:33]=[CH:32][CH:31]=[CH:30][CH:29]=5)=[CH:24][CH:25]=4)=[O:20])[CH2:16]3)[CH2:11][CH2:10]2)=[O:8])[CH:6]=[CH:5][CH:4]=[CH:3][CH:2]=1. Product: [C:1]1([C:7]([N:9]2[CH2:14][CH2:13][N:12]([CH:15]3[CH2:18][N:17]([C:19]([C:21]4[S:22][C:23]([CH2:26][CH2:27][C:28]5[CH:33]=[CH:32][CH:31]=[CH:30][CH:29]=5)=[CH:24][CH:25]=4)=[O:20])[CH2:16]3)[CH2:11][CH2:10]2)=[O:8])[CH:6]=[CH:5][CH:4]=[CH:3][CH:2]=1. The catalyst class is: 50. (5) Product: [C:10]1([N:16]2[C:7]([NH2:8])=[C:3]3[CH2:4][S:5][CH2:6][C:2]3=[N:17]2)[CH:15]=[CH:14][CH:13]=[CH:12][CH:11]=1. Reactant: O=[C:2]1[CH2:6][S:5][CH2:4][CH:3]1[C:7]#[N:8].Cl.[C:10]1([NH:16][NH2:17])[CH:15]=[CH:14][CH:13]=[CH:12][CH:11]=1. The catalyst class is: 14.